This data is from Reaction yield outcomes from USPTO patents with 853,638 reactions. The task is: Predict the reaction yield, written as a fraction of the theoretical maximum amount of product (1.0 means a 100% yield; for example, 0.34 means a 34% yield). The reactants are [C@@H:1]12[CH2:7][NH:6][C@@H:5]1[CH2:4][N:3]([C:8]([O:10][CH2:11][C:12]1[CH:17]=[CH:16][CH:15]=[CH:14][CH:13]=1)=[O:9])[CH2:2]2.[Br:18][C:19]1[CH:20]=[N:21][CH:22]=[C:23](Br)[CH:24]=1. No catalyst specified. The product is [Br:18][C:19]1[CH:24]=[C:23]([N:6]2[CH2:7][C@@H:1]3[C@H:5]2[CH2:4][N:3]([C:8]([O:10][CH2:11][C:12]2[CH:17]=[CH:16][CH:15]=[CH:14][CH:13]=2)=[O:9])[CH2:2]3)[CH:22]=[N:21][CH:20]=1. The yield is 0.470.